From a dataset of NCI-60 drug combinations with 297,098 pairs across 59 cell lines. Regression. Given two drug SMILES strings and cell line genomic features, predict the synergy score measuring deviation from expected non-interaction effect. (1) Drug 1: CC1C(C(CC(O1)OC2CC(OC(C2O)C)OC3=CC4=CC5=C(C(=O)C(C(C5)C(C(=O)C(C(C)O)O)OC)OC6CC(C(C(O6)C)O)OC7CC(C(C(O7)C)O)OC8CC(C(C(O8)C)O)(C)O)C(=C4C(=C3C)O)O)O)O. Cell line: COLO 205. Synergy scores: CSS=30.8, Synergy_ZIP=2.88, Synergy_Bliss=1.61, Synergy_Loewe=-57.2, Synergy_HSA=-0.675. Drug 2: C1CNP(=O)(OC1)N(CCCl)CCCl. (2) Drug 1: CCCS(=O)(=O)NC1=C(C(=C(C=C1)F)C(=O)C2=CNC3=C2C=C(C=N3)C4=CC=C(C=C4)Cl)F. Drug 2: C1=CN(C=N1)CC(O)(P(=O)(O)O)P(=O)(O)O. Cell line: EKVX. Synergy scores: CSS=5.48, Synergy_ZIP=2.00, Synergy_Bliss=5.71, Synergy_Loewe=3.12, Synergy_HSA=3.62. (3) Drug 1: C1=NC(=NC(=O)N1C2C(C(C(O2)CO)O)O)N. Synergy scores: CSS=9.78, Synergy_ZIP=-1.34, Synergy_Bliss=1.22, Synergy_Loewe=-34.4, Synergy_HSA=-1.71. Cell line: T-47D. Drug 2: C1CC(=O)NC(=O)C1N2C(=O)C3=CC=CC=C3C2=O. (4) Drug 1: CC1=C(C=C(C=C1)NC2=NC=CC(=N2)N(C)C3=CC4=NN(C(=C4C=C3)C)C)S(=O)(=O)N.Cl. Drug 2: C1C(C(OC1N2C=C(C(=O)NC2=O)F)CO)O. Cell line: A498. Synergy scores: CSS=23.2, Synergy_ZIP=-3.24, Synergy_Bliss=2.64, Synergy_Loewe=-9.60, Synergy_HSA=0.188. (5) Drug 1: CCCCC(=O)OCC(=O)C1(CC(C2=C(C1)C(=C3C(=C2O)C(=O)C4=C(C3=O)C=CC=C4OC)O)OC5CC(C(C(O5)C)O)NC(=O)C(F)(F)F)O. Drug 2: C#CCC(CC1=CN=C2C(=N1)C(=NC(=N2)N)N)C3=CC=C(C=C3)C(=O)NC(CCC(=O)O)C(=O)O. Cell line: TK-10. Synergy scores: CSS=29.4, Synergy_ZIP=3.12, Synergy_Bliss=2.27, Synergy_Loewe=1.86, Synergy_HSA=1.80.